This data is from Forward reaction prediction with 1.9M reactions from USPTO patents (1976-2016). The task is: Predict the product of the given reaction. (1) The product is: [NH2:7][C:8]1[N:9]=[C:10]([CH3:28])[C:11]([CH2:15][C:16]2[CH:25]=[CH:24][C:19]([C:20]([O:22][CH3:23])=[O:21])=[CH:18][C:17]=2[O:26][CH3:27])=[C:12]([NH:6][CH2:1][CH2:2][CH2:3][CH2:4][CH3:5])[N:13]=1. Given the reactants [CH2:1]([NH2:6])[CH2:2][CH2:3][CH2:4][CH3:5].[NH2:7][C:8]1[N:13]=[C:12](Cl)[C:11]([CH2:15][C:16]2[CH:25]=[CH:24][C:19]([C:20]([O:22][CH3:23])=[O:21])=[CH:18][C:17]=2[O:26][CH3:27])=[C:10]([CH3:28])[N:9]=1, predict the reaction product. (2) Given the reactants F[C:2]1[CH:7]=[CH:6][CH:5]=[CH:4][C:3]=1[N+:8]([O-:10])=[O:9].C(N(CC)C(C)C)(C)C.Cl.[N:21]1([CH:26]2[CH2:31][CH2:30][NH:29][CH2:28][CH2:27]2)[CH:25]=[CH:24][N:23]=[CH:22]1, predict the reaction product. The product is: [N:21]1([CH:26]2[CH2:31][CH2:30][N:29]([C:2]3[CH:7]=[CH:6][CH:5]=[CH:4][C:3]=3[N+:8]([O-:10])=[O:9])[CH2:28][CH2:27]2)[CH:25]=[CH:24][N:23]=[CH:22]1. (3) The product is: [CH:1]1([CH2:4][C:5]2[N:6]=[C:7]([C:10]3[CH:15]=[CH:14][CH:13]=[CH:12][C:11]=3[NH:16][C:17](=[O:18])[O:19][CH2:20][CH:21]3[CH2:22][CH2:23][NH:24][CH2:25][CH2:26]3)[S:8][CH:9]=2)[CH2:3][CH2:2]1. Given the reactants [CH:1]1([CH2:4][C:5]2[N:6]=[C:7]([C:10]3[CH:15]=[CH:14][CH:13]=[CH:12][C:11]=3[NH:16][C:17]([O:19][CH2:20][CH:21]3[CH2:26][CH2:25][N:24](C(OC(C)(C)C)=O)[CH2:23][CH2:22]3)=[O:18])[S:8][CH:9]=2)[CH2:3][CH2:2]1.Cl.CO.C(=O)(O)[O-].[Na+], predict the reaction product. (4) The product is: [CH3:1][C:2]1([CH3:21])[CH2:6][C:5]2[C:7]([O:11][C:12]3[N:13]=[CH:14][C:15]([NH2:18])=[CH:16][CH:17]=3)=[CH:8][CH:9]=[CH:10][C:4]=2[O:3]1. Given the reactants [CH3:1][C:2]1([CH3:21])[CH2:6][C:5]2[C:7]([O:11][C:12]3[CH:17]=[CH:16][C:15]([N+:18]([O-])=O)=[CH:14][N:13]=3)=[CH:8][CH:9]=[CH:10][C:4]=2[O:3]1.[Cl-].[NH4+], predict the reaction product. (5) Given the reactants [CH3:1][O:2][C:3]1[C:12]2[C:7](=[CH:8][CH:9]=[CH:10][CH:11]=2)[N:6]=[C:5]([C:13]([OH:15])=[O:14])[CH:4]=1.[C:16]([O-])([O-])=O.[K+].[K+].IC, predict the reaction product. The product is: [CH3:1][O:2][C:3]1[C:12]2[C:7](=[CH:8][CH:9]=[CH:10][CH:11]=2)[N:6]=[C:5]([C:13]([O:15][CH3:16])=[O:14])[CH:4]=1.